From a dataset of Forward reaction prediction with 1.9M reactions from USPTO patents (1976-2016). Predict the product of the given reaction. Given the reactants [Br:1][C:2]1[CH:3]=[N:4][C:5]([O:8]N2C3=NC=CC=C3N=N2)=[N:6][CH:7]=1.[C:18]([C:21]1[CH:26]=[CH:25][CH:24]=[CH:23][C:22]=1B(O)O)(=[O:20])[CH3:19].C([O-])([O-])=O.[Cs+].[Cs+], predict the reaction product. The product is: [Br:1][C:2]1[CH:7]=[N:6][C:5]([O:8][C:22]2[CH:23]=[CH:24][CH:25]=[CH:26][C:21]=2[C:18](=[O:20])[CH3:19])=[N:4][CH:3]=1.